This data is from Reaction yield outcomes from USPTO patents with 853,638 reactions. The task is: Predict the reaction yield, written as a fraction of the theoretical maximum amount of product (1.0 means a 100% yield; for example, 0.34 means a 34% yield). (1) The reactants are [CH3:1][Si:2]([N-][Si:2]([CH3:4])([CH3:3])[CH3:1])([CH3:4])[CH3:3].[Li+].[CH3:11][C:12]([CH3:43])([C:29]1[CH:34]=[C:33]([C:35]([F:38])([F:37])[F:36])[CH:32]=[C:31]([C:39]([F:42])([F:41])[F:40])[CH:30]=1)[C:13]([NH:15][C:16]1([C:23]2[CH:28]=[CH:27][CH:26]=[CH:25][CH:24]=2)[CH2:21][CH2:20][C:19](=[O:22])[CH2:18][CH2:17]1)=[O:14].Cl[Si](C)(C)C.C(=O)([O-])O.[Na+]. The catalyst is O1CCCC1. The product is [CH3:11][C:12]([CH3:43])([C:29]1[CH:30]=[C:31]([C:39]([F:40])([F:42])[F:41])[CH:32]=[C:33]([C:35]([F:36])([F:37])[F:38])[CH:34]=1)[C:13]([NH:15][C:16]1([C:23]2[CH:28]=[CH:27][CH:26]=[CH:25][CH:24]=2)[CH2:21][CH2:20][C:19]([O:22][Si:2]([CH3:4])([CH3:3])[CH3:1])=[CH:18][CH2:17]1)=[O:14]. The yield is 0.950. (2) The reactants are [F:1][C:2]([F:14])([F:13])[CH2:3][N:4]1[CH:8]=[CH:7][C:6]([C:9]([O:11]C)=[O:10])=[N:5]1.[OH-].[Li+]. The catalyst is C1COCC1.CO.O. The product is [F:14][C:2]([F:1])([F:13])[CH2:3][N:4]1[CH:8]=[CH:7][C:6]([C:9]([OH:11])=[O:10])=[N:5]1. The yield is 0.690.